This data is from Peptide-MHC class II binding affinity with 134,281 pairs from IEDB. The task is: Regression. Given a peptide amino acid sequence and an MHC pseudo amino acid sequence, predict their binding affinity value. This is MHC class II binding data. (1) The peptide sequence is PKFENIAEGLR. The MHC is HLA-DQA10401-DQB10402 with pseudo-sequence HLA-DQA10401-DQB10402. The binding affinity (normalized) is 0.0626. (2) The peptide sequence is GELQQVDKIDAAFKI. The MHC is DRB3_0101 with pseudo-sequence DRB3_0101. The binding affinity (normalized) is 0.788. (3) The peptide sequence is RRNYPVLFDEHLAPF. The MHC is DRB1_0101 with pseudo-sequence DRB1_0101. The binding affinity (normalized) is 0.471.